Task: Predict the reactants needed to synthesize the given product.. Dataset: Full USPTO retrosynthesis dataset with 1.9M reactions from patents (1976-2016) Given the product [CH3:1][C:2]1[CH:7]=[CH:6][CH:5]=[C:4]([CH3:8])[C:3]=1[C:9]1[N:10]=[C:11]([O:27][CH3:28])[C:12]2[CH2:18][N:17]([C:19]3[N:36]([CH3:35])[N:37]=[C:21]([CH:22]([CH3:23])[CH3:24])[CH:20]=3)[CH2:16][CH2:15][C:13]=2[N:14]=1, predict the reactants needed to synthesize it. The reactants are: [CH3:1][C:2]1[CH:7]=[CH:6][CH:5]=[C:4]([CH3:8])[C:3]=1[C:9]1[N:10]=[C:11]([O:27][CH3:28])[C:12]2[CH2:18][N:17]([C:19](=O)[CH2:20][C:21](=O)[CH:22]([CH3:24])[CH3:23])[CH2:16][CH2:15][C:13]=2[N:14]=1.N1C=CC=CC=1.[CH3:35][NH:36][NH2:37].COC1C=CC(P2(=S)SP(=S)(C3C=CC(OC)=CC=3)S2)=CC=1.